Dataset: Forward reaction prediction with 1.9M reactions from USPTO patents (1976-2016). Task: Predict the product of the given reaction. (1) The product is: [F:17][CH:13]([F:18])[O:11][C:3]1[CH:4]=[CH:5][CH:6]=[C:7]([N+:8]([O-:10])=[O:9])[C:2]=1[F:1]. Given the reactants [F:1][C:2]1[C:7]([N+:8]([O-:10])=[O:9])=[CH:6][CH:5]=[CH:4][C:3]=1[OH:11].Cl[C:13]([F:18])([F:17])C([O-])=O.[Na+].C([O-])([O-])=O.[K+].[K+], predict the reaction product. (2) Given the reactants [OH:1][C:2]1[CH:11]=[C:10]2[C:5]([CH:6]=[CH:7][C:8]([S:12]([OH:15])(=[O:14])=[O:13])=[CH:9]2)=[CH:4][CH:3]=1.[OH:16][S:17](O)(=[O:19])=[O:18], predict the reaction product. The product is: [OH:1][C:2]1[C:3]([S:17]([OH:19])(=[O:18])=[O:16])=[CH:4][C:5]2[C:10]([CH:11]=1)=[CH:9][C:8]([S:12]([OH:15])(=[O:13])=[O:14])=[CH:7][CH:6]=2. (3) Given the reactants CS(O[CH:6]1[CH2:11][CH2:10][O:9][CH:8]([C:12]2[CH:17]=[CH:16][CH:15]=[C:14]([C:18]([F:21])([F:20])[F:19])[N:13]=2)[CH2:7]1)(=O)=O.N#N.C([O-])([O-])=O.[K+].[K+].[C:30]1([SH:36])[CH:35]=[CH:34][CH:33]=[CH:32][CH:31]=1, predict the reaction product. The product is: [F:21][C:18]([F:19])([F:20])[C:14]1[CH:15]=[CH:16][CH:17]=[C:12]([CH:8]2[CH2:7][CH:6]([S:36][C:30]3[CH:35]=[CH:34][CH:33]=[C:32]([C:18]([F:21])([F:20])[F:19])[CH:31]=3)[CH2:11][CH2:10][O:9]2)[N:13]=1. (4) Given the reactants I[C:2]1[CH:7]=[CH:6][C:5]([C:8]([C:26]2[CH:31]=[CH:30][C:29](I)=[CH:28][CH:27]=2)=[CH:9][CH2:10][S:11][C:12]2[CH:24]=[CH:23][C:15]([O:16][CH2:17][C:18]([O:20][CH2:21][CH3:22])=[O:19])=[C:14]([CH3:25])[CH:13]=2)=[CH:4][CH:3]=1.[CH2:33]([N:36]1[CH2:40][CH2:39][CH2:38][C:37]1=[O:41])[C:34]#[CH:35], predict the reaction product. The product is: [O:41]=[C:37]1[CH2:38][CH2:39][CH2:40][N:36]1[CH2:33][C:34]#[C:35][C:29]1[CH:28]=[CH:27][C:26]([C:8]([C:5]2[CH:4]=[CH:3][C:2]([C:35]#[C:34][CH2:33][N:36]3[CH2:40][CH2:39][CH2:38][C:37]3=[O:41])=[CH:7][CH:6]=2)=[CH:9][CH2:10][S:11][C:12]2[CH:24]=[CH:23][C:15]([O:16][CH2:17][C:18]([O:20][CH2:21][CH3:22])=[O:19])=[C:14]([CH3:25])[CH:13]=2)=[CH:31][CH:30]=1. (5) Given the reactants O1CCCC1.[CH:6]1([C:12]2[C:20]3[C:19](=[O:21])[NH:18][C:17]([C:22]4[CH:27]=[CH:26][C:25]([N:28]5[CH2:33][CH2:32][CH:31]([OH:34])[CH2:30][CH2:29]5)=[CH:24][C:23]=4[O:35][CH3:36])=[N:16][C:15]=3[N:14]([CH3:37])[N:13]=2)[CH2:11][CH2:10][CH2:9][CH2:8][CH2:7]1.[ClH:38].O1CCOCC1, predict the reaction product. The product is: [ClH:38].[CH:6]1([C:12]2[C:20]3[C:19](=[O:21])[NH:18][C:17]([C:22]4[CH:27]=[CH:26][C:25]([N:28]5[CH2:33][CH2:32][CH:31]([OH:34])[CH2:30][CH2:29]5)=[CH:24][C:23]=4[O:35][CH3:36])=[N:16][C:15]=3[N:14]([CH3:37])[N:13]=2)[CH2:7][CH2:8][CH2:9][CH2:10][CH2:11]1. (6) Given the reactants S1C=CC=C1C1OC(C=C2CCNCC2)=NN=1.C(OC([N:25]1[CH2:28][C:27](=[CH:29][C:30]2[N:34]=[C:33]([C:35]3[CH:40]=[CH:39][CH:38]=[CH:37][CH:36]=3)[O:32][N:31]=2)[CH2:26]1)=O)(C)(C)C, predict the reaction product. The product is: [C:35]1([C:33]2[O:32][N:31]=[C:30]([CH:29]=[C:27]3[CH2:28][NH:25][CH2:26]3)[N:34]=2)[CH:36]=[CH:37][CH:38]=[CH:39][CH:40]=1.